Dataset: Forward reaction prediction with 1.9M reactions from USPTO patents (1976-2016). Task: Predict the product of the given reaction. Given the reactants N(C(OCC)=O)=NC(OCC)=O.[C:13]([O:17][C:18]([NH:20][C:21]1([CH2:29][CH2:30][CH2:31][C:32]2[CH:37]=[CH:36][C:35]([O:38][C:39]3[CH:44]=[CH:43][CH:42]=[C:41]([OH:45])[CH:40]=3)=[CH:34][C:33]=2[Cl:46])[CH2:26][O:25][C:24]([CH3:28])([CH3:27])[O:23][CH2:22]1)=[O:19])([CH3:16])([CH3:15])[CH3:14].[Cl:47][C:48]1[CH:49]=[C:50]([CH:53]=[C:54]([Cl:56])[CH:55]=1)[CH2:51]O.C1(P(C2C=CC=CC=2)C2C=CC=CC=2)C=CC=CC=1, predict the reaction product. The product is: [C:13]([O:17][C:18]([NH:20][C:21]1([CH2:29][CH2:30][CH2:31][C:32]2[CH:37]=[CH:36][C:35]([O:38][C:39]3[CH:44]=[CH:43][CH:42]=[C:41]([O:45][CH2:51][C:50]4[CH:49]=[C:48]([Cl:47])[CH:55]=[C:54]([Cl:56])[CH:53]=4)[CH:40]=3)=[CH:34][C:33]=2[Cl:46])[CH2:22][O:23][C:24]([CH3:28])([CH3:27])[O:25][CH2:26]1)=[O:19])([CH3:14])([CH3:15])[CH3:16].